Dataset: Forward reaction prediction with 1.9M reactions from USPTO patents (1976-2016). Task: Predict the product of the given reaction. Given the reactants [NH2:1][C:2]1[N:10]=[CH:9][N:8]=[C:7]2[C:3]=1[N:4]=[CH:5][N:6]2[C@H:11]1[C@@H:15]2[O:16]C(C)(C)[O:18][C@@H:14]2[C@@H:13]([CH2:21][S:22][CH2:23][CH2:24][CH2:25][NH:26][C:27]([NH:29][C:30]2[CH:35]=[CH:34][C:33]([C:36]([CH3:39])([CH3:38])[CH3:37])=[CH:32][CH:31]=2)=[O:28])[O:12]1, predict the reaction product. The product is: [NH2:1][C:2]1[N:10]=[CH:9][N:8]=[C:7]2[C:3]=1[N:4]=[CH:5][N:6]2[C@@H:11]1[O:12][C@H:13]([CH2:21][S:22][CH2:23][CH2:24][CH2:25][NH:26][C:27]([NH:29][C:30]2[CH:31]=[CH:32][C:33]([C:36]([CH3:37])([CH3:38])[CH3:39])=[CH:34][CH:35]=2)=[O:28])[C@@H:14]([OH:18])[C@H:15]1[OH:16].